This data is from Reaction yield outcomes from USPTO patents with 853,638 reactions. The task is: Predict the reaction yield, written as a fraction of the theoretical maximum amount of product (1.0 means a 100% yield; for example, 0.34 means a 34% yield). The reactants are [CH:1]1N=C[N:3]([C:6]([N:8]2C=N[CH:10]=[CH:9]2)=[O:7])[CH:2]=1.C(N)[C:14]1[CH:19]=[CH:18]C=[CH:16][CH:15]=1.NC1[CH:30]=[CH:29][C:25]([C:26]([OH:28])=[O:27])=[CH:24][CH:23]=1. The product is [CH2:9]([NH:8][C:6](=[O:7])[NH:3][CH2:2][C:1]1[CH:23]=[CH:24][C:25]([C:26]([OH:28])=[O:27])=[CH:29][CH:30]=1)[C:10]1[CH:18]=[CH:19][CH:14]=[CH:15][CH:16]=1. The catalyst is [OH-].[Na+]. The yield is 0.930.